Dataset: Full USPTO retrosynthesis dataset with 1.9M reactions from patents (1976-2016). Task: Predict the reactants needed to synthesize the given product. (1) Given the product [C:1]([C:5]1[CH:10]=[C:9]([OH:11])[CH:8]=[C:7]([B:13]2[O:14][C:15]([CH3:21])([CH3:20])[C:16]([CH3:19])([CH3:18])[O:17]2)[CH:6]=1)([CH3:4])([CH3:2])[CH3:3], predict the reactants needed to synthesize it. The reactants are: [C:1]([C:5]1[CH:6]=[C:7]([B:13]2[O:17][C:16]([CH3:19])([CH3:18])[C:15]([CH3:21])([CH3:20])[O:14]2)[CH:8]=[C:9]([O:11]C)[CH:10]=1)([CH3:4])([CH3:3])[CH3:2].B(Br)(Br)Br. (2) Given the product [Br:1][CH:2]1[CH2:7][CH2:6][CH:5]([C:8]([O:10][CH2:11][CH3:12])=[O:9])[CH2:4][C:3]1=[O:13], predict the reactants needed to synthesize it. The reactants are: [Br:1][CH:2]1[CH2:7][CH2:6][CH:5]([C:8]([O:10][CH2:11][CH3:12])=[O:9])[CH2:4][CH:3]1[OH:13].OS(O)(=O)=O.C(O)(C)C. (3) Given the product [F:1][C:2]1[C:7]([F:8])=[CH:6][CH:5]=[CH:4][C:3]=1[CH2:9][CH2:10][O:11][C:13]1[CH:23]=[C:17]2[N:18]([CH3:22])[CH2:19][CH2:20][CH2:21][N:16]2[C:15](=[O:24])[N:14]=1, predict the reactants needed to synthesize it. The reactants are: [F:1][C:2]1[C:7]([F:8])=[CH:6][CH:5]=[CH:4][C:3]=1[CH2:9][CH2:10][OH:11].Cl[C:13]1[CH:23]=[C:17]2[N:18]([CH3:22])[CH2:19][CH2:20][CH2:21][N:16]2[C:15](=[O:24])[N:14]=1. (4) Given the product [F:16][C:15]1[CH:14]=[C:13]([F:17])[CH:12]=[CH:11][C:10]=1[C:9]1[CH:4]=[CH:5][C:6]([O:21][CH3:22])=[C:7]([C:18]([OH:20])=[O:19])[CH:8]=1, predict the reactants needed to synthesize it. The reactants are: O[Li].O.[CH:4]1[C:9]([C:10]2[CH:11]=[CH:12][C:13]([F:17])=[CH:14][C:15]=2[F:16])=[CH:8][C:7]([C:18]([OH:20])=[O:19])=[C:6]([OH:21])[CH:5]=1.[CH2:22]1COCC1.Cl. (5) Given the product [NH2:28][C:19]1[CH:20]=[C:21]([CH2:24][C:25]([OH:27])=[O:26])[CH:22]=[CH:23][C:18]=1[C:15]1[CH:14]=[CH:13][C:12]([O:11][CH2:10][C:9]2[CH:31]=[CH:32][C:33]([C:36]([F:38])([F:39])[F:37])=[C:34]([OH:35])[C:8]=2[C:6]([O:5][C:1]([CH3:4])([CH3:3])[CH3:2])=[O:7])=[CH:17][CH:16]=1, predict the reactants needed to synthesize it. The reactants are: [C:1]([O:5][C:6]([C:8]1[C:34]([OH:35])=[C:33]([C:36]([F:39])([F:38])[F:37])[CH:32]=[CH:31][C:9]=1[CH2:10][O:11][C:12]1[CH:17]=[CH:16][C:15]([C:18]2[CH:23]=[CH:22][C:21]([CH2:24][C:25]([OH:27])=[O:26])=[CH:20][C:19]=2[N+:28]([O-])=O)=[CH:14][CH:13]=1)=[O:7])([CH3:4])([CH3:3])[CH3:2]. (6) Given the product [Br:22][CH:10]([C:3]1[CH:4]=[CH:5][C:6]([O:8][CH3:9])=[CH:7][C:2]=1[Cl:1])[C:11]([NH:13][CH3:14])=[O:12], predict the reactants needed to synthesize it. The reactants are: [Cl:1][C:2]1[CH:7]=[C:6]([O:8][CH3:9])[CH:5]=[CH:4][C:3]=1[CH2:10][C:11]([NH:13][CH3:14])=[O:12].C1C(=O)N([Br:22])C(=O)C1.C(OOCC1C=CC=CC=1)C1C=CC=CC=1. (7) Given the product [C:26]([OH:33])(=[O:32])/[CH:27]=[CH:28]/[C:29]([OH:31])=[O:30].[O:23]([C:2]1[CH:3]=[N:4][C:5]([O:8][CH:9]2[CH:14]3[CH2:15][CH2:16][N:11]([CH2:12][CH2:13]3)[CH2:10]2)=[N:6][CH:7]=1)[C:17]1[CH:22]=[CH:21][CH:20]=[CH:19][CH:18]=1, predict the reactants needed to synthesize it. The reactants are: Br[C:2]1[CH:3]=[N:4][C:5]([O:8][CH:9]2[CH:14]3[CH2:15][CH2:16][N:11]([CH2:12][CH2:13]3)[CH2:10]2)=[N:6][CH:7]=1.[C:17]1([OH:23])[CH:22]=[CH:21][CH:20]=[CH:19][CH:18]=1.CO.[C:26]([OH:33])(=[O:32])/[CH:27]=[CH:28]/[C:29]([OH:31])=[O:30]. (8) Given the product [O:1]=[C:2]1[NH:6][C@H:5]2[CH2:7][S:8][C@@H:9]([CH2:10][CH2:11][CH2:12][CH2:13][CH2:14][O:15][CH2:16][CH2:17][CH2:18][CH2:19][CH2:20][C:21]([OH:23])=[O:22])[C@H:4]2[NH:3]1, predict the reactants needed to synthesize it. The reactants are: [O:1]=[C:2]1[NH:6][C@H:5]2[CH2:7][S:8][C@@H:9]([CH2:10][CH2:11][CH2:12][CH2:13][CH2:14][O:15][CH2:16][CH2:17][CH2:18][CH2:19][CH2:20][C:21]([O:23]C)=[O:22])[C@H:4]2[NH:3]1.Cl.